The task is: Predict the product of the given reaction.. This data is from Forward reaction prediction with 1.9M reactions from USPTO patents (1976-2016). (1) The product is: [NH2:11][C@@H:4]([C:5]1[CH:10]=[CH:9][CH:8]=[CH:7][CH:6]=1)[C:3]([NH:2][CH3:1])=[O:19]. Given the reactants [CH3:1][NH:2][C:3](=[O:19])[C@@H:4]([NH:11]C(=O)OC(C)(C)C)[C:5]1[CH:10]=[CH:9][CH:8]=[CH:7][CH:6]=1.O, predict the reaction product. (2) Given the reactants [NH2:1][C@H:2]1[CH2:7][CH2:6][C@H:5]([CH2:8][CH2:9][N:10]2[CH2:15][CH2:14][CH:13]([O:16][C:17]3[CH:24]=[CH:23][C:22]([F:25])=[CH:21][C:18]=3[C:19]#[N:20])[CH2:12][CH2:11]2)[CH2:4][CH2:3]1.F[C:27](F)(F)[C:28](O)=[O:29].C(Cl)(=O)C, predict the reaction product. The product is: [C:19]([C:18]1[CH:21]=[C:22]([F:25])[CH:23]=[CH:24][C:17]=1[O:16][CH:13]1[CH2:12][CH2:11][N:10]([CH2:9][CH2:8][C@H:5]2[CH2:6][CH2:7][C@H:2]([NH:1][C:28](=[O:29])[CH3:27])[CH2:3][CH2:4]2)[CH2:15][CH2:14]1)#[N:20]. (3) Given the reactants [NH2:1][C:2]1[CH:7]=[CH:6][C:5]([C:8]2[CH:13]=[CH:12][C:11]([C:14]([F:17])([F:16])[F:15])=[CH:10][CH:9]=2)=[CH:4][C:3]=1[C:18]#[N:19].[N-:20]=[N+:21]=[N-:22].[Na+].[Cl-].C([NH+](CC)CC)C.Cl, predict the reaction product. The product is: [NH:20]1[C:18]([C:3]2[CH:4]=[C:5]([C:8]3[CH:9]=[CH:10][C:11]([C:14]([F:15])([F:16])[F:17])=[CH:12][CH:13]=3)[CH:6]=[CH:7][C:2]=2[NH2:1])=[N:19][N:22]=[N:21]1. (4) Given the reactants [NH:1]1[C:5]2[CH:6]=[CH:7][CH:8]=[CH:9][C:4]=2[N:3]=[C:2]1[CH2:10][C:11]1[CH:20]=[CH:19][C:14]([C:15]([O:17][CH3:18])=[O:16])=[CH:13][CH:12]=1.Br[CH2:22][CH2:23][C:24]1[CH:29]=[CH:28][CH:27]=[CH:26][CH:25]=1.C(=O)([O-])[O-].[K+].[K+], predict the reaction product. The product is: [CH3:18][O:17][C:15](=[O:16])[C:14]1[CH:19]=[CH:20][C:11]([CH2:10][C:2]2[N:3]([CH2:22][CH2:23][C:24]3[CH:29]=[CH:28][CH:27]=[CH:26][CH:25]=3)[C:4]3[CH:9]=[CH:8][CH:7]=[CH:6][C:5]=3[N:1]=2)=[CH:12][CH:13]=1.